Dataset: Forward reaction prediction with 1.9M reactions from USPTO patents (1976-2016). Task: Predict the product of the given reaction. (1) Given the reactants [O:1]1[CH2:17][CH2:16][CH2:15][CH2:14][CH2:13][CH2:12][CH2:11][CH2:10][CH2:9][CH2:8][CH2:7][CH2:6][CH2:5][CH2:4][CH2:3][C:2]1=[O:18].[CH3:19][N:20](C)[OH:21].[CH3:23][Al](C)C, predict the reaction product. The product is: [CH3:23][O:21][N:20]([CH3:19])[C:2](=[O:18])[CH2:3][CH2:4][CH2:5][CH2:6][CH2:7][CH2:8][CH2:9][CH2:10][CH2:11][CH2:12][CH2:13][CH2:14][CH2:15][CH2:16][CH2:17][OH:1]. (2) Given the reactants [F:1][C:2]([F:34])([F:33])[C:3]1[CH:4]=[C:5]2[C:14](=[CH:15][CH:16]=1)[NH:13][C:12]1[C:7](=[C:8]([CH2:31]O)[N:9]=[C:10]3[N:20]=[C:19]([C:21]4[C:26]([C:27]([F:30])([F:29])[F:28])=[CH:25][CH:24]=[CH:23][N:22]=4)[CH:18]=[CH:17][C:11]3=1)[O:6]2.O=S(Cl)[Cl:37], predict the reaction product. The product is: [ClH:37].[Cl:37][CH2:31][C:8]1[N:9]=[C:10]2[N:20]=[C:19]([C:21]3[C:26]([C:27]([F:30])([F:29])[F:28])=[CH:25][CH:24]=[CH:23][N:22]=3)[CH:18]=[CH:17][C:11]2=[C:12]2[C:7]=1[O:6][C:5]1[C:14](=[CH:15][CH:16]=[C:3]([C:2]([F:34])([F:33])[F:1])[CH:4]=1)[NH:13]2. (3) Given the reactants [Cl:1][C:2]1[CH:11]=[CH:10][C:5]2[N:6]=[C:7]([SH:9])[NH:8][C:4]=2[CH:3]=1.[OH-].[K+].F[C:15]1[CH:16]=[CH:17][C:18]([N+:26]([O-:28])=[O:27])=[C:19]2[C:23]=1[NH:22][CH:21]=[C:20]2[CH:24]=[O:25], predict the reaction product. The product is: [Cl:1][C:2]1[CH:11]=[CH:10][C:5]2[NH:6][C:7]([S:9][C:15]3[CH:16]=[CH:17][C:18]([N+:26]([O-:28])=[O:27])=[C:19]4[C:23]=3[NH:22][CH:21]=[C:20]4[CH:24]=[O:25])=[N:8][C:4]=2[CH:3]=1.